From a dataset of Ames mutagenicity test results for genotoxicity prediction. Regression/Classification. Given a drug SMILES string, predict its toxicity properties. Task type varies by dataset: regression for continuous values (e.g., LD50, hERG inhibition percentage) or binary classification for toxic/non-toxic outcomes (e.g., AMES mutagenicity, cardiotoxicity, hepatotoxicity). Dataset: ames. (1) The compound is Cn1cnc2c(=N)[n+](=O)[cH-][nH]c21. The result is 1 (mutagenic). (2) The compound is Cc1ccc(N=Nc2c(O)ccc3ccccc23)cc1C. The result is 0 (non-mutagenic). (3) The result is 0 (non-mutagenic). The compound is C=C(C)C1CCC(=C)C2C3=C(CC(C)C3=O)C(=O)C(C)=CC12.